From a dataset of Reaction yield outcomes from USPTO patents with 853,638 reactions. Predict the reaction yield, written as a fraction of the theoretical maximum amount of product (1.0 means a 100% yield; for example, 0.34 means a 34% yield). (1) The reactants are [Br:1][C:2]1[CH:7]=[C:6]([F:8])[C:5]([C:9](=O)[CH3:10])=[C:4]([F:12])[CH:3]=1.[NH3:13].[BH4-].[Na+].[OH-].[NH4+]. The catalyst is C(O)C.CC(C)[O-].[Ti+4].CC(C)[O-].CC(C)[O-].CC(C)[O-]. The product is [Br:1][C:2]1[CH:7]=[C:6]([F:8])[C:5]([CH:9]([NH2:13])[CH3:10])=[C:4]([F:12])[CH:3]=1. The yield is 0.620. (2) The reactants are [NH:1]1[C:9]2[C:4](=[CH:5][CH:6]=[CH:7][CH:8]=2)[C:3]([CH2:10][N:11]2[CH2:16][CH2:15][CH2:14][C:13]3([CH2:21][CH2:20][NH:19][CH2:18][CH2:17]3)[C:12]2=[O:22])=[CH:2]1.Cl[C:24]1[CH:25]=[C:26]([CH:29]=[CH:30][N:31]=1)[C:27]#[N:28].CCN(C(C)C)C(C)C. The catalyst is C(O)C.CN(C1C=CN=CC=1)C. The yield is 0.460. The product is [NH:1]1[C:9]2[C:4](=[CH:5][CH:6]=[CH:7][CH:8]=2)[C:3]([CH2:10][N:11]2[CH2:16][CH2:15][CH2:14][C:13]3([CH2:21][CH2:20][N:19]([C:24]4[CH:25]=[C:26]([CH:29]=[CH:30][N:31]=4)[C:27]#[N:28])[CH2:18][CH2:17]3)[C:12]2=[O:22])=[CH:2]1. (3) The reactants are [CH3:1][C:2]1[C:10]2[O:9][CH:8]=[CH:7][C:6]=2[C:5]([N+:11]([O-:13])=[O:12])=[CH:4][CH:3]=1.C(O[CH:19](N(C)C)[N:20]([CH3:22])[CH3:21])(C)(C)C. No catalyst specified. The product is [CH3:19][N:20]([CH3:22])[CH:21]=[CH:1][C:2]1[C:10]2[O:9][CH:8]=[CH:7][C:6]=2[C:5]([N+:11]([O-:13])=[O:12])=[CH:4][CH:3]=1. The yield is 1.00. (4) The reactants are C(C1C(=O)C(Cl)=C(Cl)C(=O)C=1C#N)#N.[C:15]([O:18][C@@H:19]1[C@@H:24]([O:25][CH2:26][C:27]2[CH:32]=[CH:31][CH:30]=[CH:29][CH:28]=2)[C@@H:23]([O:33][CH2:34][C:35]2[CH:40]=[CH:39][CH:38]=[CH:37][CH:36]=2)[C@@H:22]([CH2:41][O:42][CH2:43][C:44]2[CH:49]=[CH:48][CH:47]=[CH:46][CH:45]=2)[O:21][CH:20]1[O:50][C@@H:51]1[C@@H:80]([CH2:81][O:82][CH2:83][C:84]2[CH:89]=[CH:88][CH:87]=[CH:86][CH:85]=2)[O:79][C@H:54]([O:55][CH2:56][CH2:57][CH2:58][CH2:59][CH2:60][N:61]([CH2:72][C:73]2[CH:78]=[CH:77][CH:76]=[CH:75][CH:74]=2)[C:62]([O:64][CH2:65][C:66]2[CH:71]=[CH:70][CH:69]=[CH:68][CH:67]=2)=[O:63])[C@H:53]([N:90]=[N+:91]=[N-:92])[C@H:52]1[O:93]CC1C=CC2C(=CC=CC=2)C=1)(=[O:17])[CH3:16]. The catalyst is ClCCl.O. The product is [C:15]([O:18][C@@H:19]1[C@@H:24]([O:25][CH2:26][C:27]2[CH:32]=[CH:31][CH:30]=[CH:29][CH:28]=2)[C@@H:23]([O:33][CH2:34][C:35]2[CH:36]=[CH:37][CH:38]=[CH:39][CH:40]=2)[C@@H:22]([CH2:41][O:42][CH2:43][C:44]2[CH:49]=[CH:48][CH:47]=[CH:46][CH:45]=2)[O:21][C@H:20]1[O:50][C@@H:51]1[C@@H:80]([CH2:81][O:82][CH2:83][C:84]2[CH:85]=[CH:86][CH:87]=[CH:88][CH:89]=2)[O:79][C@H:54]([O:55][CH2:56][CH2:57][CH2:58][CH2:59][CH2:60][N:61]([CH2:72][C:73]2[CH:78]=[CH:77][CH:76]=[CH:75][CH:74]=2)[C:62]([O:64][CH2:65][C:66]2[CH:71]=[CH:70][CH:69]=[CH:68][CH:67]=2)=[O:63])[C@H:53]([N:90]=[N+:91]=[N-:92])[C@H:52]1[OH:93])(=[O:17])[CH3:16]. The yield is 0.940. (5) The reactants are C([O-])([O-])=O.[K+].[K+].[C:7]1([CH2:13][S:14](Cl)(=[O:16])=[O:15])[CH:12]=[CH:11][CH:10]=[CH:9][CH:8]=1.Br.[Br:19][CH2:20][CH2:21][NH2:22].O. The catalyst is C(Cl)Cl. The product is [Br:19][CH2:20][CH2:21][NH:22][S:14]([CH2:13][C:7]1[CH:12]=[CH:11][CH:10]=[CH:9][CH:8]=1)(=[O:16])=[O:15]. The yield is 0.800.